Regression/Classification. Given a drug SMILES string, predict its toxicity properties. Task type varies by dataset: regression for continuous values (e.g., LD50, hERG inhibition percentage) or binary classification for toxic/non-toxic outcomes (e.g., AMES mutagenicity, cardiotoxicity, hepatotoxicity). Dataset: ld50_zhu. From a dataset of Acute oral toxicity (LD50) regression data from Zhu et al.. (1) The drug is ClC=C(Cl)Cl. The rat oral LD50 is 1.43, given as -log10 of the dose in mol/kg body weight (higher means more acutely toxic). (2) The compound is CCC(C)(O)C(=O)OC1C(=O)OC2CC3C(C)=CC(O)C(O)C3(C)C3C4(O)OCC23C1C(C)C4O. The rat oral LD50 is 2.79, given as -log10 of the dose in mol/kg body weight (higher means more acutely toxic). (3) The molecule is COc1ccc(CC(N)C(=O)O)cc1C(=O)O. The rat oral LD50 is 1.68, given as -log10 of the dose in mol/kg body weight (higher means more acutely toxic). (4) The compound is CCCCC(CC)C(=O)OC1=C(c2c(C)cc(C)cc2C)C(=O)c2ccccc21. The rat oral LD50 is 4.39, given as -log10 of the dose in mol/kg body weight (higher means more acutely toxic). (5) The rat oral LD50 is 2.31, given as -log10 of the dose in mol/kg body weight (higher means more acutely toxic). The drug is O=C(OCC(O)C1COc2ccccc2O1)N1CCOCC1. (6) The drug is OCCOCCOCCO. The rat oral LD50 is 0.946, given as -log10 of the dose in mol/kg body weight (higher means more acutely toxic).